This data is from Reaction yield outcomes from USPTO patents with 853,638 reactions. The task is: Predict the reaction yield, written as a fraction of the theoretical maximum amount of product (1.0 means a 100% yield; for example, 0.34 means a 34% yield). (1) The reactants are Br[C:2]1[CH:3]=[C:4]([CH:9]=[CH:10][C:11]=1[CH2:12][NH:13][C@@H:14]([C:17]1[CH:22]=[CH:21][C:20]([Cl:23])=[CH:19][CH:18]=1)[CH2:15][OH:16])[C:5]([O:7][CH3:8])=[O:6].C([O-])([O-])=O.[K+].[K+].Cl. The catalyst is C(O)(C)C.[Cu]I. The product is [Cl:23][C:20]1[CH:21]=[CH:22][C:17]([C@@H:14]2[NH:13][CH2:12][C:11]3[CH:10]=[CH:9][C:4]([C:5]([O:7][CH3:8])=[O:6])=[CH:3][C:2]=3[O:16][CH2:15]2)=[CH:18][CH:19]=1. The yield is 0.217. (2) The reactants are [F:1][C:2]1[CH:7]=[C:6]([CH2:8][O:9]C(=O)C2C=CC=CC=2)[CH:5]=[CH:4][N:3]=1.C[O-].[Na+].[Cl-].[NH4+]. The catalyst is CO. The product is [F:1][C:2]1[CH:7]=[C:6]([CH2:8][OH:9])[CH:5]=[CH:4][N:3]=1. The yield is 0.940. (3) The reactants are [NH2:1][CH:2]([CH2:12]CC1C=CC(C(C)(C)C)=CC=1)[CH:3]([C:5]1[CH:10]=[CH:9][C:8]([F:11])=[CH:7][CH:6]=1)[OH:4].[F:24][C:25]1[C:34]2[C:29](=[CH:30][CH:31]=[CH:32][CH:33]=2)[C:28]([C:35]([OH:37])=O)=[CH:27][CH:26]=1.O.ON1[C:44]2[CH:45]=[CH:46][CH:47]=[CH:48][C:43]=2N=N1.Cl.C(N=C=N[CH2:55][CH2:56][CH2:57]N(C)C)C.[C:61](#N)C. The catalyst is C(OCC)(=O)C. The product is [C:56]([C:43]1[CH:48]=[CH:47][C:46]([CH2:12][CH:2]([NH:1][C:35]([C:28]2[C:29]3[C:34](=[CH:33][CH:32]=[CH:31][CH:30]=3)[C:25]([F:24])=[CH:26][CH:27]=2)=[O:37])[CH:3]([C:5]2[CH:10]=[CH:9][C:8]([F:11])=[CH:7][CH:6]=2)[OH:4])=[CH:45][CH:44]=1)([CH3:57])([CH3:61])[CH3:55]. The yield is 0.640. (4) The yield is 0.420. The product is [C:22]1([C:15]2[C:16]3[C:21](=[CH:20][CH:19]=[CH:18][CH:17]=3)[C:8]([C:5]3[CH:4]=[CH:3][C:2]([N:39]4[C:40]5[CH:28]=[CH:29][C:30]([C:60]6[CH:61]=[CH:62][C:63]([N:64]([C:65]7[CH:70]=[CH:69][CH:68]=[CH:67][CH:66]=7)[C:71]7[CH:72]=[CH:73][CH:74]=[CH:75][CH:76]=7)=[CH:77][CH:78]=6)=[CH:31][C:32]=5[C:33]5[C:38]4=[CH:37][CH:36]=[C:35]([C:41]4[CH:42]=[CH:43][C:44]([N:45]([C:52]6[CH:53]=[CH:54][CH:55]=[CH:56][CH:57]=6)[C:46]6[CH:47]=[CH:48][CH:49]=[CH:50][CH:51]=6)=[CH:58][CH:59]=4)[CH:34]=5)=[CH:7][CH:6]=3)=[C:9]3[C:14]=2[CH:13]=[CH:12][CH:11]=[CH:10]3)[CH:23]=[CH:24][CH:25]=[CH:26][CH:27]=1. The reactants are Br[C:2]1[CH:7]=[CH:6][C:5]([C:8]2[C:9]3[C:14]([C:15]([C:22]4[CH:27]=[CH:26][CH:25]=[CH:24][CH:23]=4)=[C:16]4[C:21]=2[CH:20]=[CH:19][CH:18]=[CH:17]4)=[CH:13][CH:12]=[CH:11][CH:10]=3)=[CH:4][CH:3]=1.[CH:28]1[C:40]2[NH:39][C:38]3[C:33](=[CH:34][C:35]([C:41]4[CH:59]=[CH:58][C:44]([N:45]([C:52]5[CH:57]=[CH:56][CH:55]=[CH:54][CH:53]=5)[C:46]5[CH:51]=[CH:50][CH:49]=[CH:48][CH:47]=5)=[CH:43][CH:42]=4)=[CH:36][CH:37]=3)[C:32]=2[CH:31]=[C:30]([C:60]2[CH:78]=[CH:77][C:63]([N:64]([C:71]3[CH:76]=[CH:75][CH:74]=[CH:73][CH:72]=3)[C:65]3[CH:70]=[CH:69][CH:68]=[CH:67][CH:66]=3)=[CH:62][CH:61]=2)[CH:29]=1.CC(C)([O-])C.[Na+].C(P(C(C)(C)C)C(C)(C)C)(C)(C)C. The catalyst is C1C=CC(/C=C/C(/C=C/C2C=CC=CC=2)=O)=CC=1.C1C=CC(/C=C/C(/C=C/C2C=CC=CC=2)=O)=CC=1.[Pd].CCCCCC.C1(C)C=CC=CC=1. (5) The reactants are Cl[C:2]1[N:7]=[C:6]([Cl:8])[C:5]([C:9]([F:12])([F:11])[F:10])=[CH:4][N:3]=1.[CH:13]([C@H:16]1[NH:21][CH2:20][CH2:19][N:18]2[C:22]3[CH:28]=[C:27]([S:29]([CH3:32])(=[O:31])=[O:30])[C:26]([C:33]([O:35][CH3:36])=[O:34])=[CH:25][C:23]=3[N:24]=[C:17]12)([CH3:15])[CH3:14]. The catalyst is ClCCCl.CC(O)(C)C.[Cl-].[Cl-].[Zn+2]. The product is [Cl:8][C:6]1[C:5]([C:9]([F:12])([F:11])[F:10])=[CH:4][N:3]=[C:2]([N:21]2[CH2:20][CH2:19][N:18]3[C:22]4[CH:28]=[C:27]([S:29]([CH3:32])(=[O:30])=[O:31])[C:26]([C:33]([O:35][CH3:36])=[O:34])=[CH:25][C:23]=4[N:24]=[C:17]3[C@H:16]2[CH:13]([CH3:15])[CH3:14])[N:7]=1. The yield is 0.426. (6) The reactants are [N+:1]([C:4]1[CH:8]=[C:7]([C:9](O)=[O:10])[NH:6][N:5]=1)([O-:3])=[O:2]. The catalyst is C1COCC1. The product is [N+:1]([C:4]1[CH:8]=[C:7]([CH2:9][OH:10])[NH:6][N:5]=1)([O-:3])=[O:2]. The yield is 0.940. (7) The reactants are [C:1]([C:3]1[CH:8]=[CH:7][C:6]([CH:9]2[N:14]([CH2:15][C:16]([O:18][C:19]([CH3:22])([CH3:21])[CH3:20])=[O:17])[C:13](=[O:23])[N:12]([C:24]3[CH:29]=[CH:28][CH:27]=[C:26]([C:30]([F:33])([F:32])[F:31])[CH:25]=3)[C:11]([CH3:34])=[C:10]2[C:35](N2C=CN=C2)=[O:36])=[CH:5][CH:4]=1)#[N:2].[OH:42][CH2:43][C:44]([O:46][CH2:47][C:48]1[CH:53]=[CH:52][CH:51]=[CH:50][CH:49]=1)=[O:45]. No catalyst specified. The product is [C:19]([O:18][C:16](=[O:17])[CH2:15][N:14]1[CH:9]([C:6]2[CH:5]=[CH:4][C:3]([C:1]#[N:2])=[CH:8][CH:7]=2)[C:10]([C:35]([O:42][CH2:43][C:44]([O:46][CH2:47][C:48]2[CH:53]=[CH:52][CH:51]=[CH:50][CH:49]=2)=[O:45])=[O:36])=[C:11]([CH3:34])[N:12]([C:24]2[CH:29]=[CH:28][CH:27]=[C:26]([C:30]([F:31])([F:32])[F:33])[CH:25]=2)[C:13]1=[O:23])([CH3:20])([CH3:21])[CH3:22]. The yield is 0.320. (8) The reactants are C([Sn](CCCC)(CCCC)[C:6]1[CH:7]=[CH:8][C:9]([CH2:12][N:13]2[CH2:18][CH2:17][O:16][CH2:15][CH2:14]2)=[N:10][CH:11]=1)CCC.C[O:28][C:29](=[O:43])[C:30]([C:32]1[C:41]2[C:36](=[CH:37][CH:38]=[CH:39][CH:40]=2)[C:35](Br)=[CH:34][CH:33]=1)=[O:31].[F-].[K+]. The catalyst is C1CCOCO1.CCOC(C)=O.C1C=CC([P]([Pd]([P](C2C=CC=CC=2)(C2C=CC=CC=2)C2C=CC=CC=2)([P](C2C=CC=CC=2)(C2C=CC=CC=2)C2C=CC=CC=2)[P](C2C=CC=CC=2)(C2C=CC=CC=2)C2C=CC=CC=2)(C2C=CC=CC=2)C2C=CC=CC=2)=CC=1. The product is [N:13]1([CH2:12][C:9]2[N:10]=[CH:11][C:6]([C:35]3[C:36]4[C:41](=[CH:40][CH:39]=[CH:38][CH:37]=4)[C:32]([C:30](=[O:31])[C:29]([OH:43])=[O:28])=[CH:33][CH:34]=3)=[CH:7][CH:8]=2)[CH2:14][CH2:15][O:16][CH2:17][CH2:18]1. The yield is 0.540. (9) The reactants are Cl.[CH3:2][O:3][C:4]1[CH:9]=[CH:8][C:7]([C:10]2[N:14]=[C:13]([CH:15]3[CH2:20][CH2:19][CH2:18][NH:17][CH2:16]3)[O:12][N:11]=2)=[CH:6][CH:5]=1.N1C=CC=CC=1.F[C:28]1[CH:36]=[CH:35][C:31]([C:32](Cl)=[O:33])=[CH:30][CH:29]=1. The catalyst is C1COCC1. The product is [CH3:2][O:3][C:4]1[CH:5]=[CH:6][C:7]([C:10]2[N:14]=[C:13]([CH:15]3[CH2:20][CH2:19][CH2:18][N:17]([C:32]([C:31]4[CH:35]=[CH:36][CH:28]=[CH:29][CH:30]=4)=[O:33])[CH2:16]3)[O:12][N:11]=2)=[CH:8][CH:9]=1. The yield is 0.660. (10) The reactants are [CH2:1]([C:8]1[CH:13]=[CH:12][C:11]([N+:14]([O-:16])=[O:15])=[CH:10][CH:9]=1)[C:2]1[CH:7]=[CH:6][CH:5]=[CH:4][CH:3]=1.[Cl:17][S:18](O)(=[O:20])=[O:19]. The catalyst is ClCCl. The product is [Cl:17][S:18]([C:5]1[CH:4]=[CH:3][C:2]([CH2:1][C:8]2[CH:13]=[CH:12][C:11]([N+:14]([O-:16])=[O:15])=[CH:10][CH:9]=2)=[CH:7][CH:6]=1)(=[O:20])=[O:19]. The yield is 0.780.